Dataset: Reaction yield outcomes from USPTO patents with 853,638 reactions. Task: Predict the reaction yield, written as a fraction of the theoretical maximum amount of product (1.0 means a 100% yield; for example, 0.34 means a 34% yield). (1) The reactants are [Br:1][C:2]1[C:3](=[O:29])[N:4]([C:19]2[CH:27]=[CH:26][C:22]([C:23](O)=[O:24])=[CH:21][C:20]=2[Cl:28])[C:5]([CH3:18])=[CH:6][C:7]=1[O:8][CH2:9][C:10]1[CH:15]=[CH:14][C:13]([F:16])=[CH:12][C:11]=1[F:17].ClC1N=C(OC)N=C(OC)[N:32]=1.CN1CCOCC1.[NH4+].[OH-]. The catalyst is C1COCC1.O. The product is [Br:1][C:2]1[C:3](=[O:29])[N:4]([C:19]2[CH:27]=[CH:26][C:22]([C:23]([NH2:32])=[O:24])=[CH:21][C:20]=2[Cl:28])[C:5]([CH3:18])=[CH:6][C:7]=1[O:8][CH2:9][C:10]1[CH:15]=[CH:14][C:13]([F:16])=[CH:12][C:11]=1[F:17]. The yield is 0.760. (2) The reactants are [ClH:1].[CH2:2]([C:6]1[N:7]=[C:8]([NH2:11])[NH:9][CH:10]=1)[CH2:3][C:4]#[CH:5].[N:12]([CH2:15][C:16]1[CH:20]=[CH:19][O:18][CH:17]=1)=[N+:13]=[N-:14]. No catalyst specified. The product is [ClH:1].[O:18]1[CH:19]=[CH:20][C:16]([CH2:15][N:12]2[CH:5]=[C:4]([CH2:3][CH2:2][C:6]3[N:7]=[C:8]([NH2:11])[NH:9][CH:10]=3)[N:14]=[N:13]2)=[CH:17]1. The yield is 0.540. (3) The reactants are C[O:2][C:3]([C:5]1[C:6]([CH3:24])=[C:7]2[N:12]([CH:13]=1)[N:11]=[CH:10][N:9]=[C:8]2[CH:14]1[C:22]2[C:17](=[CH:18][CH:19]=[CH:20][CH:21]=2)[NH:16][C:15]1=[O:23])=[O:4].[OH-].[K+]. The catalyst is CO. The product is [O:23]=[C:15]1[CH:14]([C:8]2[C:7]3=[C:6]([CH3:24])[C:5]([C:3]([OH:4])=[O:2])=[CH:13][N:12]3[N:11]=[CH:10][N:9]=2)[C:22]2[C:17](=[CH:18][CH:19]=[CH:20][CH:21]=2)[NH:16]1. The yield is 0.920. (4) The reactants are [Cl:1][C:2]1[C:7]([C:8]([NH2:10])=[O:9])=[C:6]([OH:11])[C:5]([N+:12]([O-])=O)=[CH:4][CH:3]=1. The catalyst is [Pt]. The product is [Cl:1][C:2]1[C:7]([C:8]([NH2:10])=[O:9])=[C:6]([OH:11])[C:5]([NH2:12])=[CH:4][CH:3]=1. The yield is 0.960. (5) The reactants are C(OP([CH2:9][C:10]([O:12][CH2:13][CH3:14])=[O:11])(OCC)=O)C.[H-].[Na+].[Cl:17][C:18]1[CH:34]=[C:33]([C:35]([F:38])([F:37])[F:36])[CH:32]=[CH:31][C:19]=1[CH2:20][N:21]1[C:25]([CH:26]=O)=[CH:24][C:23]([CH:28]2[CH2:30][CH2:29]2)=[N:22]1.[Cl-].[NH4+]. The catalyst is CN(C)C=O.O1CCCC1. The product is [Cl:17][C:18]1[CH:34]=[C:33]([C:35]([F:38])([F:36])[F:37])[CH:32]=[CH:31][C:19]=1[CH2:20][N:21]1[C:25](/[CH:26]=[CH:9]/[C:10]([O:12][CH2:13][CH3:14])=[O:11])=[CH:24][C:23]([CH:28]2[CH2:29][CH2:30]2)=[N:22]1. The yield is 0.970. (6) The reactants are [NH2:1][C:2]1[CH:21]=[CH:20][C:5]([O:6][C:7]2[N:12]=[CH:11][N:10]=[C:9]([NH:13][C:14]3[CH:19]=[CH:18][CH:17]=[CH:16][CH:15]=3)[CH:8]=2)=[CH:4][CH:3]=1.[C:22]1([N:28]=[C:29]=[O:30])[CH:27]=[CH:26][CH:25]=[CH:24][CH:23]=1.O. The catalyst is CN(C)C=O.C(OCC)(=O)C.CCCCCC. The product is [C:22]1([NH:28][C:29]([NH:1][C:2]2[CH:21]=[CH:20][C:5]([O:6][C:7]3[CH:8]=[C:9]([NH:13][C:14]4[CH:19]=[CH:18][CH:17]=[CH:16][CH:15]=4)[N:10]=[CH:11][N:12]=3)=[CH:4][CH:3]=2)=[O:30])[CH:27]=[CH:26][CH:25]=[CH:24][CH:23]=1. The yield is 0.870. (7) The reactants are Br[C:2]1[CH:31]=[CH:30][C:5]2[N:6]([C:9]3[CH:10]=[C:11]([NH:23][S:24]([CH:27]4[CH2:29][CH2:28]4)(=[O:26])=[O:25])[CH:12]=[C:13]([C:15]4[CH:20]=[CH:19][C:18]([F:21])=[CH:17][C:16]=4[F:22])[CH:14]=3)[CH:7]=[N:8][C:4]=2[CH:3]=1.C(=O)([O-])[O-].[K+].[K+].[CH2:38]([N:40]1[CH2:45][CH2:44][NH:43][CH2:42][CH2:41]1)[CH3:39].N1CCC[C@H]1C(O)=O. The product is [CH2:38]([N:40]1[CH2:45][CH2:44][N:43]([C:2]2[CH:31]=[CH:30][C:5]3[N:6]([C:9]4[CH:10]=[C:11]([NH:23][S:24]([CH:27]5[CH2:29][CH2:28]5)(=[O:26])=[O:25])[CH:12]=[C:13]([C:15]5[CH:20]=[CH:19][C:18]([F:21])=[CH:17][C:16]=5[F:22])[CH:14]=4)[CH:7]=[N:8][C:4]=3[CH:3]=2)[CH2:42][CH2:41]1)[CH3:39]. The yield is 0.180. The catalyst is CS(C)=O.[Cu]I. (8) The reactants are [H-].[Na+].[OH:3][C:4]1[CH:13]=[CH:12][C:7]([C:8]([O:10][CH3:11])=[O:9])=[CH:6][CH:5]=1.[CH3:14][O:15][CH2:16][CH2:17][O:18][CH2:19]Cl.O. The catalyst is O1CCCC1.CN(C)C=O. The product is [CH3:14][O:15][CH2:16][CH2:17][O:18][CH2:19][O:3][C:4]1[CH:5]=[CH:6][C:7]([C:8]([O:10][CH3:11])=[O:9])=[CH:12][CH:13]=1. The yield is 1.00. (9) The reactants are C(N(CC)CC)C.Cl.[Cl:9][C:10]1[C:15]([N:16]2[CH2:21][CH2:20][N:19]([CH2:22][CH2:23][NH:24][CH3:25])[CH2:18][CH2:17]2)=[CH:14][CH:13]=[CH:12][N:11]=1.[CH3:26][N:27]1[CH:31]=[C:30]([S:32](Cl)(=[O:34])=[O:33])[CH:29]=[N:28]1. The catalyst is ClCCl.C(=O)(O)[O-].[Na+]. The product is [Cl:9][C:10]1[C:15]([N:16]2[CH2:21][CH2:20][N:19]([CH2:22][CH2:23][N:24]([CH3:25])[S:32]([C:30]3[CH:29]=[N:28][N:27]([CH3:26])[CH:31]=3)(=[O:34])=[O:33])[CH2:18][CH2:17]2)=[CH:14][CH:13]=[CH:12][N:11]=1. The yield is 0.660.